This data is from Catalyst prediction with 721,799 reactions and 888 catalyst types from USPTO. The task is: Predict which catalyst facilitates the given reaction. (1) Reactant: [NH2:1][C:2]1[S:17][C:5]2[CH2:6][N:7]([C:10]([O:12][C:13]([CH3:16])([CH3:15])[CH3:14])=[O:11])[CH2:8][CH2:9][C:4]=2[C:3]=1[C:18]([O:20][CH3:21])=[O:19].C(N(CC)CC)C.[Cl:29][C:30]1[CH:38]=[CH:37][CH:36]=[CH:35][C:31]=1[C:32](Cl)=[O:33]. Product: [Cl:29][C:30]1[CH:38]=[CH:37][CH:36]=[CH:35][C:31]=1[C:32]([NH:1][C:2]1[S:17][C:5]2[CH2:6][N:7]([C:10]([O:12][C:13]([CH3:14])([CH3:15])[CH3:16])=[O:11])[CH2:8][CH2:9][C:4]=2[C:3]=1[C:18]([O:20][CH3:21])=[O:19])=[O:33]. The catalyst class is: 166. (2) Reactant: [Cl:1][C:2]1[CH:3]=[C:4]([CH2:10][C:11]([OH:13])=[O:12])[CH:5]=[CH:6][C:7]=1[S:8][CH3:9].[Li+].[CH3:15]C([N-]C(C)C)C.CCCCCC.CN(CCN(C)C)C.CI.[NH4+].[Cl-]. The catalyst class is: 1. Product: [Cl:1][C:2]1[CH:3]=[C:4]([CH:10]([CH3:15])[C:11]([OH:13])=[O:12])[CH:5]=[CH:6][C:7]=1[S:8][CH3:9].